From a dataset of Reaction yield outcomes from USPTO patents with 853,638 reactions. Predict the reaction yield, written as a fraction of the theoretical maximum amount of product (1.0 means a 100% yield; for example, 0.34 means a 34% yield). (1) The reactants are [CH2:1]([O:8][C:9](=[O:30])[NH:10][CH:11]1[C:17](=[O:18])[NH:16][C:15]2[CH:19]=[CH:20][CH:21]=[CH:22][C:14]=2[C:13]([C:23]2[CH:28]=[CH:27][C:26]([Br:29])=[CH:25][CH:24]=2)=[N:12]1)[C:2]1[CH:7]=[CH:6][CH:5]=[CH:4][CH:3]=1.[H-].[Na+].I[CH3:34]. The catalyst is CN(C=O)C. The product is [CH2:1]([O:8][C:9](=[O:30])[NH:10][CH:11]1[C:17](=[O:18])[N:16]([CH3:34])[C:15]2[CH:19]=[CH:20][CH:21]=[CH:22][C:14]=2[C:13]([C:23]2[CH:24]=[CH:25][C:26]([Br:29])=[CH:27][CH:28]=2)=[N:12]1)[C:2]1[CH:7]=[CH:6][CH:5]=[CH:4][CH:3]=1. The yield is 0.430. (2) The reactants are FC(F)(F)S(O[C:7]1[CH2:12][CH:11]([O:13][Si:14]([C:17]([CH3:20])([CH3:19])[CH3:18])([CH3:16])[CH3:15])[C:10]([CH3:22])([CH3:21])[CH2:9][CH:8]=1)(=O)=O.[CH3:25][C:26]1([CH3:42])[C:30]([CH3:32])([CH3:31])[O:29][B:28]([B:28]2[O:29][C:30]([CH3:32])([CH3:31])[C:26]([CH3:42])([CH3:25])[O:27]2)[O:27]1.CC([O-])=O.[K+].ClCCl. The catalyst is O1CCOCC1.CCOC(C)=O.O.C1(P(C2C=CC=CC=2)C2C=CC([Fe]C3C=CC(P(C4C=CC=CC=4)C4C=CC=CC=4)=C3)C=2)C=CC=CC=1.Cl[Pd]Cl. The product is [C:17]([Si:14]([O:13][CH:11]1[C:10]([CH3:22])([CH3:21])[CH2:9][CH:8]=[C:7]([B:28]2[O:29][C:30]([CH3:32])([CH3:31])[C:26]([CH3:42])([CH3:25])[O:27]2)[CH2:12]1)([CH3:16])[CH3:15])([CH3:20])([CH3:19])[CH3:18]. The yield is 0.790. (3) The reactants are [NH2:1][C@:2]12[CH2:37][CH2:36][C@@H:35]([C:38]([CH3:40])=[CH2:39])[C@@H:3]1[C@@H:4]1[C@@:17]([CH3:20])([CH2:18][CH2:19]2)[C@@:16]2([CH3:21])[C@@H:7]([C@:8]3([CH3:34])[C@@H:13]([CH2:14][CH2:15]2)[C:12]([CH3:23])([CH3:22])[C:11]([C:24]2[CH:33]=[CH:32][C:27]([C:28]([O:30]C)=[O:29])=[CH:26][CH:25]=2)=[CH:10][CH2:9]3)[CH2:6][CH2:5]1.CN(C)CCC(N[C@]12CC[C@@H](C(C)=C)[C@@H]1[C@@H]1[C@@](C)(CC2)[C@@]2(C)[C@@H]([C@]3(C)[C@@H](CC2)C(C)(C)C(C2C=CC(C(O)=O)=CC=2)=CC3)CC1)=O.[CH3:87][N:88]([CH3:94])[C:89](=[O:93])[C:90](O)=[O:91]. No catalyst specified. The product is [CH3:87][N:88]([CH3:94])[C:89](=[O:93])[C:90]([NH:1][C@:2]12[CH2:37][CH2:36][C@@H:35]([C:38]([CH3:40])=[CH2:39])[C@@H:3]1[C@@H:4]1[C@@:17]([CH3:20])([CH2:18][CH2:19]2)[C@@:16]2([CH3:21])[C@@H:7]([C@:8]3([CH3:34])[C@@H:13]([CH2:14][CH2:15]2)[C:12]([CH3:23])([CH3:22])[C:11]([C:24]2[CH:33]=[CH:32][C:27]([C:28]([OH:30])=[O:29])=[CH:26][CH:25]=2)=[CH:10][CH2:9]3)[CH2:6][CH2:5]1)=[O:91]. The yield is 0.130.